From a dataset of Reaction yield outcomes from USPTO patents with 853,638 reactions. Predict the reaction yield, written as a fraction of the theoretical maximum amount of product (1.0 means a 100% yield; for example, 0.34 means a 34% yield). (1) The reactants are [CH:1]([O:4][C:5]1[C:10]([O:11][CH3:12])=[CH:9][C:8]2[O:13][CH2:14][C:15]3[C:19]([C:20](O)=[O:21])=[N:18][N:17]([C:23]4[CH:27]=[CH:26][S:25][CH:24]=4)[C:16]=3[C:7]=2[CH:6]=1)([CH3:3])[CH3:2].[C:28]([NH:32][CH3:33])([CH3:31])([CH3:30])[CH3:29].CN(C(ON1N=NC2C=CC=NC1=2)=[N+](C)C)C.F[P-](F)(F)(F)(F)F.CCN(C(C)C)C(C)C. The catalyst is C(Cl)Cl. The product is [C:28]([N:32]([CH3:33])[C:20]([C:19]1[C:15]2[CH2:14][O:13][C:8]3[CH:9]=[C:10]([O:11][CH3:12])[C:5]([O:4][CH:1]([CH3:3])[CH3:2])=[CH:6][C:7]=3[C:16]=2[N:17]([C:23]2[CH:27]=[CH:26][S:25][CH:24]=2)[N:18]=1)=[O:21])([CH3:31])([CH3:30])[CH3:29]. The yield is 0.850. (2) The reactants are [OH:1][C:2]1[CH:11]=[C:10]([C:12]2[CH:17]=[CH:16][CH:15]=[CH:14][CH:13]=2)[C:9]2[N:8]=[CH:7][CH:6]=[N:5][C:4]=2[C:3]=1[C:18](O)=[O:19].Cl.[CH2:22]([O:24][C:25](=[O:28])[CH2:26][NH2:27])[CH3:23].C(N(CC)CC)C.C1CN([P+](ON2N=NC3C=CC=CC2=3)(N2CCCC2)N2CCCC2)CC1.F[P-](F)(F)(F)(F)F. The catalyst is CN(C)C=O. The product is [OH:1][C:2]1[C:3]([C:18]([NH:27][CH2:26][C:25]([O:24][CH2:22][CH3:23])=[O:28])=[O:19])=[C:4]2[C:9](=[C:10]([C:12]3[CH:17]=[CH:16][CH:15]=[CH:14][CH:13]=3)[CH:11]=1)[N:8]=[CH:7][CH:6]=[N:5]2. The yield is 0.890. (3) The reactants are [O:1]=[C:2]1[NH:7][CH2:6][CH2:5][N:4]([C:8]([O:10][CH2:11][C:12]2[CH:17]=[CH:16][CH:15]=[CH:14][CH:13]=2)=[O:9])[CH2:3]1.CN(C=O)C.Br[C:24]1[CH:29]=[C:28]([C:30]#[N:31])[CH:27]=[CH:26][C:25]=1[CH3:32].C([O-])([O-])=O.[Cs+].[Cs+]. The catalyst is O.CCOC(C)=O. The product is [C:30]([C:28]1[CH:29]=[CH:24][C:25]([CH2:32][N:7]2[CH2:6][CH2:5][N:4]([C:8]([O:10][CH2:11][C:12]3[CH:17]=[CH:16][CH:15]=[CH:14][CH:13]=3)=[O:9])[CH2:3][C:2]2=[O:1])=[CH:26][CH:27]=1)#[N:31]. The yield is 0.820. (4) The reactants are [CH3:1][O:2][CH2:3][C:4]1[NH:5][C:6]([NH2:9])=[N:7][N:8]=1.[CH3:10][C:11](=O)[CH2:12][CH3:13].C([BH3-])#N.[Na+].O. The catalyst is C(O)(=O)C. The product is [CH3:1][O:2][CH2:3][C:4]1[NH:5][C:6]([NH:9][CH:11]([CH3:10])[CH2:12][CH3:13])=[N:7][N:8]=1. The yield is 0.450. (5) The reactants are [Cl:1][C:2]1[CH:7]=[CH:6][C:5]([CH:8]2[CH2:12][CH2:11][CH2:10][C:9]2=[O:13])=[CH:4][CH:3]=1.[C:14](Cl)([N:16]=[C:17]=[O:18])=[O:15]. The catalyst is C(OCC)(=O)C. The product is [Cl:1][C:2]1[CH:3]=[CH:4][C:5]([CH:8]2[C:9]3[O:13][C:17](=[O:18])[NH:16][C:14](=[O:15])[C:10]=3[CH2:11][CH2:12]2)=[CH:6][CH:7]=1. The yield is 0.511.